Task: Regression. Given two drug SMILES strings and cell line genomic features, predict the synergy score measuring deviation from expected non-interaction effect.. Dataset: NCI-60 drug combinations with 297,098 pairs across 59 cell lines Drug 1: C1CN1P(=S)(N2CC2)N3CC3. Drug 2: C(=O)(N)NO. Cell line: HOP-62. Synergy scores: CSS=24.7, Synergy_ZIP=-4.47, Synergy_Bliss=-6.34, Synergy_Loewe=-20.1, Synergy_HSA=-12.8.